Dataset: Peptide-MHC class II binding affinity with 134,281 pairs from IEDB. Task: Regression. Given a peptide amino acid sequence and an MHC pseudo amino acid sequence, predict their binding affinity value. This is MHC class II binding data. (1) The peptide sequence is WNRQLYPEWTEAQRLD. The MHC is DRB1_0405 with pseudo-sequence DRB1_0405. The binding affinity (normalized) is 0.238. (2) The peptide sequence is LRTLVLAPTRVVLSE. The MHC is HLA-DQA10501-DQB10303 with pseudo-sequence HLA-DQA10501-DQB10303. The binding affinity (normalized) is 0.562. (3) The peptide sequence is IGGPVSSHNHIPGYK. The MHC is HLA-DQA10601-DQB10402 with pseudo-sequence HLA-DQA10601-DQB10402. The binding affinity (normalized) is 0.378. (4) The peptide sequence is AFILDGDNLFPKN. The MHC is DRB3_0101 with pseudo-sequence DRB3_0101. The binding affinity (normalized) is 0.808. (5) The peptide sequence is GELQIVDKIDACFKI. The MHC is DRB3_0101 with pseudo-sequence DRB3_0101. The binding affinity (normalized) is 0.579. (6) The peptide sequence is KGSNPNYLALLVKYVNGDGD. The MHC is DRB3_0101 with pseudo-sequence DRB3_0101. The binding affinity (normalized) is 0.324. (7) The MHC is DRB5_0101 with pseudo-sequence DRB5_0101. The peptide sequence is FELQIVDKIDAAFKI. The binding affinity (normalized) is 0.615.